From a dataset of CYP3A4 inhibition data for predicting drug metabolism from PubChem BioAssay. Regression/Classification. Given a drug SMILES string, predict its absorption, distribution, metabolism, or excretion properties. Task type varies by dataset: regression for continuous measurements (e.g., permeability, clearance, half-life) or binary classification for categorical outcomes (e.g., BBB penetration, CYP inhibition). Dataset: cyp3a4_veith. (1) The drug is COc1ccc2c(c1)-c1nc(NC(=O)c3cccs3)sc1CC2. The result is 1 (inhibitor). (2) The drug is CCCC(=O)Nc1cc(-c2cn3cccnc3n2)ccc1OC. The result is 0 (non-inhibitor).